This data is from Full USPTO retrosynthesis dataset with 1.9M reactions from patents (1976-2016). The task is: Predict the reactants needed to synthesize the given product. (1) Given the product [CH2:37]([NH:41][C:24](=[O:26])[N:23]([C:19]1[CH:18]=[C:17]([C:14]2[CH:15]=[CH:16][C:11](/[CH:10]=[C:4](\[O:3][CH2:1][CH3:2])/[C:5]([O:7][CH2:8][CH3:9])=[O:6])=[CH:12][CH:13]=2)[CH:22]=[CH:21][CH:20]=1)[CH3:36])[CH2:38][CH2:39][CH3:40], predict the reactants needed to synthesize it. The reactants are: [CH2:1]([O:3]/[C:4](=[CH:10]\[C:11]1[CH:16]=[CH:15][C:14]([C:17]2[CH:22]=[CH:21][CH:20]=[C:19]([N:23]([CH3:36])[C:24]([O:26]C3C=CC([N+]([O-])=O)=CC=3)=O)[CH:18]=2)=[CH:13][CH:12]=1)/[C:5]([O:7][CH2:8][CH3:9])=[O:6])[CH3:2].[CH2:37]([NH2:41])[CH2:38][CH2:39][CH3:40].O. (2) Given the product [NH2:9][C:10]1[N:17]=[C:16]([C:18]2[O:19][CH:20]=[CH:21][CH:22]=2)[C:15]([Br:1])=[CH:14][C:11]=1[C:12]#[N:13], predict the reactants needed to synthesize it. The reactants are: [Br:1]N1C(=O)CCC1=O.[NH2:9][C:10]1[N:17]=[C:16]([C:18]2[O:19][CH:20]=[CH:21][CH:22]=2)[CH:15]=[CH:14][C:11]=1[C:12]#[N:13].C(=O)([O-])[O-].[K+].[K+]. (3) The reactants are: [CH:1]1([C:7](=O)[CH2:8][C:9]#[N:10])[CH2:6][CH2:5][CH2:4][CH2:3][CH2:2]1.[NH2:12][OH:13]. Given the product [NH2:10][C:9]1[O:13][N:12]=[C:7]([CH:1]2[CH2:6][CH2:5][CH2:4][CH2:3][CH2:2]2)[CH:8]=1, predict the reactants needed to synthesize it. (4) Given the product [CH3:27][C:26]1[C:16]([CH2:15][O:4][CH2:3][C:2]([F:6])([F:5])[F:1])=[N:17][CH:18]=[C:19]([CH:25]=1)[C:20]([OH:22])=[O:21], predict the reactants needed to synthesize it. The reactants are: [F:1][C:2]([F:6])([F:5])[CH2:3][OH:4].C(=O)([O-])[O-].[Cs+].[Cs+].Cl.Cl[CH2:15][C:16]1[C:26]([CH3:27])=[CH:25][C:19]([C:20]([O:22]CC)=[O:21])=[CH:18][N:17]=1.[OH-].[Na+].Cl. (5) Given the product [Br:6][C:7]1[CH:8]=[CH:9][C:10]2[C:11]([CH:22]=1)=[C:12]([C:15]1[CH:20]=[CH:19][CH:18]=[C:17]([Cl:21])[CH:16]=1)[O:13][N:14]=2.[Cl:21][C:17]1[CH:16]=[C:15]([C:12]2[O:13][N:14]=[C:10]3[CH:9]=[CH:8][C:7]([CH:33]([C:29]4[CH:28]=[C:27]5[C:32](=[CH:31][CH:30]=4)[N:23]=[CH:24][CH:25]=[CH:26]5)[OH:34])=[CH:22][C:11]=23)[CH:20]=[CH:19][CH:18]=1, predict the reactants needed to synthesize it. The reactants are: [Li]CCCC.[Br:6][C:7]1[CH:8]=[CH:9][C:10]2[C:11]([CH:22]=1)=[C:12]([C:15]1[CH:20]=[CH:19][CH:18]=[C:17]([Cl:21])[CH:16]=1)[O:13][N:14]=2.[N:23]1[C:32]2[C:27](=[CH:28][C:29]([CH:33]=[O:34])=[CH:30][CH:31]=2)[CH:26]=[CH:25][CH:24]=1.O. (6) Given the product [Br:1][C:2]1[CH:3]=[CH:4][C:5]([C:8]2[N:17]([C:11]3[CH:16]=[CH:15][CH:14]=[CH:13][CH:12]=3)[C:18]3[CH:23]=[CH:22][CH:21]=[CH:20][C:19]=3[N:24]=2)=[N:6][CH:7]=1, predict the reactants needed to synthesize it. The reactants are: [Br:1][C:2]1[CH:3]=[CH:4][C:5]([C:8](Cl)=O)=[N:6][CH:7]=1.[C:11]1([NH:17][C:18]2[CH:23]=[CH:22][CH:21]=[CH:20][C:19]=2[NH2:24])[CH:16]=[CH:15][CH:14]=[CH:13][CH:12]=1.P(Cl)(Cl)(Cl)=O.C(=O)([O-])[O-].[Na+].[Na+]. (7) Given the product [CH:1]([C:4]1[CH:5]=[C:6]2[C:8]([CH:14]=[CH:15][CH:17]=[N:7]2)=[CH:9][C:10]=1[O:11][CH3:12])([CH3:3])[CH3:2], predict the reactants needed to synthesize it. The reactants are: [CH:1]([C:4]1[CH:5]=[C:6]([CH:8]=[CH:9][C:10]=1[O:11][CH3:12])[NH2:7])([CH3:3])[CH3:2].O[CH2:14][CH:15]([CH2:17]O)O.OS(O)(=O)=O.C([O-])(O)=O.[Na+]. (8) Given the product [C:12]([NH:11][C:8]1[S:9][CH:10]=[C:6]([CH2:4][OH:3])[N:7]=1)(=[O:16])[CH:13]([CH3:15])[CH3:14], predict the reactants needed to synthesize it. The reactants are: C([O:3][C:4]([C:6]1[N:7]=[C:8]([NH:11][C:12](=[O:16])[CH:13]([CH3:15])[CH3:14])[S:9][CH:10]=1)=O)C.[Li+].[BH4-]. (9) Given the product [O:14]=[C:9]1[N:8]([C:5]2[CH:4]=[CH:3][C:2]([NH:1][C:21](=[O:22])[O:23][CH2:24][C:25]3[CH:30]=[CH:29][CH:28]=[CH:27][CH:26]=3)=[CH:7][CH:6]=2)[CH2:13][CH2:12][O:11][CH2:10]1, predict the reactants needed to synthesize it. The reactants are: [NH2:1][C:2]1[CH:7]=[CH:6][C:5]([N:8]2[CH2:13][CH2:12][O:11][CH2:10][C:9]2=[O:14])=[CH:4][CH:3]=1.O.C([O-])(O)=O.[Na+].[C:21](Cl)([O:23][CH2:24][C:25]1[CH:30]=[CH:29][CH:28]=[CH:27][CH:26]=1)=[O:22].